From a dataset of Forward reaction prediction with 1.9M reactions from USPTO patents (1976-2016). Predict the product of the given reaction. (1) The product is: [CH:38]1([NH:44][C:21]2[N:20]=[C:19]([O:18][C:11]3[C:12]4[C:17](=[CH:16][CH:15]=[CH:14][CH:13]=4)[C:8]([NH:7][C:5](=[O:6])[C:4]4[CH:29]=[C:30]([N:32]5[CH2:37][CH2:36][O:35][CH2:34][CH2:33]5)[CH:31]=[C:2]([F:1])[CH:3]=4)=[CH:9][CH:10]=3)[CH:24]=[CH:23][N:22]=2)[CH2:43][CH2:42][CH2:41][CH2:40][CH2:39]1. Given the reactants [F:1][C:2]1[CH:3]=[C:4]([CH:29]=[C:30]([N:32]2[CH2:37][CH2:36][O:35][CH2:34][CH2:33]2)[CH:31]=1)[C:5]([NH:7][C:8]1[C:17]2[C:12](=[CH:13][CH:14]=[CH:15][CH:16]=2)[C:11]([O:18][C:19]2[CH:24]=[CH:23][N:22]=[C:21](S(C)(=O)=O)[N:20]=2)=[CH:10][CH:9]=1)=[O:6].[CH:38]1([NH2:44])[CH2:43][CH2:42][CH2:41][CH2:40][CH2:39]1, predict the reaction product. (2) Given the reactants [NH2:1][C:2]1[CH:9]=[CH:8][CH:7]=[C:6]([O:10][CH2:11][CH:12]2[CH2:17][CH2:16][N:15]([C:18](=[O:26])[C:19]3[CH:24]=[CH:23][CH:22]=[C:21]([OH:25])[CH:20]=3)[CH2:14][CH2:13]2)[C:3]=1[C:4]#[N:5].O=[C:28]([CH3:35])[CH2:29][C:30]([O:32][CH2:33][CH3:34])=[O:31], predict the reaction product. The product is: [CH2:33]([O:32][C:30]([C:29]1[C:28]([CH3:35])=[N:1][C:2]2[C:3]([C:4]=1[NH2:5])=[C:6]([O:10][CH2:11][CH:12]1[CH2:13][CH2:14][N:15]([C:18](=[O:26])[C:19]3[CH:24]=[CH:23][CH:22]=[C:21]([OH:25])[CH:20]=3)[CH2:16][CH2:17]1)[CH:7]=[CH:8][CH:9]=2)=[O:31])[CH3:34]. (3) Given the reactants [NH:1]1[CH2:6][CH2:5][CH:4]([C:7]([NH:9][C:10]2[CH:19]=[CH:18][CH:17]=[CH:16][C:11]=2[C:12]([O:14][CH3:15])=[O:13])=[O:8])[CH2:3][CH2:2]1.Cl[C:21]1[N:22]=[N+:23]([O-:31])[C:24]2[CH:30]=[CH:29][CH:28]=[CH:27][C:25]=2[N:26]=1.C(N(C(C)C)CC)(C)C, predict the reaction product. The product is: [O-:31][N+:23]1[C:24]2[CH:30]=[CH:29][CH:28]=[CH:27][C:25]=2[N:26]=[C:21]([N:1]2[CH2:6][CH2:5][CH:4]([C:7]([NH:9][C:10]3[CH:19]=[CH:18][CH:17]=[CH:16][C:11]=3[C:12]([O:14][CH3:15])=[O:13])=[O:8])[CH2:3][CH2:2]2)[N:22]=1. (4) Given the reactants CS(C1C=CC([N:11]2C(=O)C=CC(C([O-])=O)=N2)=CC=1)(=O)=O.[C:21]([O:25][C:26]([N:28]1[CH2:33][CH2:32][CH:31]([O:34][C:35]2[C:36]([C:50]([O:52]C)=O)=[N:37][N:38]([C:42]3[CH:43]=[N:44][C:45]([C:48]#[N:49])=[CH:46][CH:47]=3)[C:39](=[O:41])[CH:40]=2)[CH2:30][CH2:29]1)=[O:27])([CH3:24])([CH3:23])[CH3:22], predict the reaction product. The product is: [C:50]([C:36]1[C:35]([O:34][CH:31]2[CH2:32][CH2:33][N:28]([C:26]([O:25][C:21]([CH3:24])([CH3:23])[CH3:22])=[O:27])[CH2:29][CH2:30]2)=[CH:40][C:39](=[O:41])[N:38]([C:42]2[CH:43]=[N:44][C:45]([C:48]#[N:49])=[CH:46][CH:47]=2)[N:37]=1)(=[O:52])[NH2:11]. (5) The product is: [Cl:16][CH2:15][CH2:14][O:1][C:2]1[CH:3]=[CH:4][C:5]2[S:9][C:8]([S:10][CH3:11])=[N:7][C:6]=2[CH:12]=1. Given the reactants [OH:1][C:2]1[CH:3]=[CH:4][C:5]2[S:9][C:8]([S:10][CH3:11])=[N:7][C:6]=2[CH:12]=1.Br[CH2:14][CH2:15][Cl:16].C([O-])([O-])=O.[K+].[K+], predict the reaction product. (6) Given the reactants [Cl:1][C:2]1[CH:3]=[CH:4][C:5]2[NH:6][CH2:7][N:8]3[C:16]4[CH:15]=[CH:14][CH:13]=[C:12]([F:17])[C:11]=4[CH:10]=[C:9]3[C:18]=2[N:19]=1.[CH3:20]C(C)([O-])C.[K+].CI, predict the reaction product. The product is: [Cl:1][C:2]1[CH:3]=[CH:4][C:5]2[N:6]([CH3:20])[CH2:7][N:8]3[C:16]4[CH:15]=[CH:14][CH:13]=[C:12]([F:17])[C:11]=4[CH:10]=[C:9]3[C:18]=2[N:19]=1.